Task: Predict which catalyst facilitates the given reaction.. Dataset: Catalyst prediction with 721,799 reactions and 888 catalyst types from USPTO (1) Reactant: [CH3:1][N:2]1[CH2:7][CH2:6][CH:5]([N:8]2[CH2:12][CH2:11][CH:10]([N:13]3[C:17]4=[N:18][CH:19]=[N:20][C:21]([NH2:22])=[C:16]4[C:15]([C:23]4[CH:28]=[CH:27][C:26]([O:29][C:30]5[CH:35]=[CH:34][CH:33]=[CH:32][CH:31]=5)=[CH:25][CH:24]=4)=[N:14]3)[CH2:9]2)[CH2:4][CH2:3]1.[C:36]([OH:43])(=[O:42])/[CH:37]=[CH:38]\[C:39]([OH:41])=[O:40]. Product: [C:36]([OH:43])(=[O:42])/[CH:37]=[CH:38]\[C:39]([OH:41])=[O:40].[C:36]([OH:43])(=[O:42])/[CH:37]=[CH:38]\[C:39]([OH:41])=[O:40].[C:36]([OH:43])(=[O:42])/[CH:37]=[CH:38]\[C:39]([OH:41])=[O:40].[CH3:1][N:2]1[CH2:7][CH2:6][CH:5]([N:8]2[CH2:12][CH2:11][CH:10]([N:13]3[C:17]4=[N:18][CH:19]=[N:20][C:21]([NH2:22])=[C:16]4[C:15]([C:23]4[CH:28]=[CH:27][C:26]([O:29][C:30]5[CH:35]=[CH:34][CH:33]=[CH:32][CH:31]=5)=[CH:25][CH:24]=4)=[N:14]3)[CH2:9]2)[CH2:4][CH2:3]1. The catalyst class is: 13. (2) Reactant: [O:1]=[C:2]1[C:7]2[CH:8]=[CH:9][CH:10]=[CH:11][C:6]=2[S:5][C:4]([C:12]2[N:17]=[C:16]([CH2:18][CH2:19][CH2:20][CH2:21][C:22]([O:24]CC[Si](C)(C)C)=[O:23])[CH:15]=[CH:14][CH:13]=2)=[N:3]1.[F-].C([N+](CCCC)(CCCC)CCCC)CCC.O1CCCC1. Product: [O:1]=[C:2]1[C:7]2[CH:8]=[CH:9][CH:10]=[CH:11][C:6]=2[S:5][C:4]([C:12]2[N:17]=[C:16]([CH2:18][CH2:19][CH2:20][CH2:21][C:22]([OH:24])=[O:23])[CH:15]=[CH:14][CH:13]=2)=[N:3]1. The catalyst class is: 9. (3) Reactant: C[O:2][C:3]([C:5]1[CH:6]=[C:7]2[C:15](=[C:16]([C:22]3[CH:30]=[CH:29][C:25]4[O:26][CH2:27][O:28][C:24]=4[CH:23]=3)[C:17]=1[C:18]([O:20][CH3:21])=[O:19])[C:11]1[O:12][CH2:13][O:14][C:10]=1[CH:9]=[CH:8]2)=[O:4].[OH-].[K+]. Product: [CH3:21][O:20][C:18]([C:17]1[C:16]([C:22]2[CH:30]=[CH:29][C:25]3[O:26][CH2:27][O:28][C:24]=3[CH:23]=2)=[C:15]2[C:7]([CH:8]=[CH:9][C:10]3[O:14][CH2:13][O:12][C:11]=32)=[CH:6][C:5]=1[C:3]([OH:4])=[O:2])=[O:19]. The catalyst class is: 5.